Task: Predict the reaction yield, written as a fraction of the theoretical maximum amount of product (1.0 means a 100% yield; for example, 0.34 means a 34% yield).. Dataset: Reaction yield outcomes from USPTO patents with 853,638 reactions (1) The reactants are [Cl:1][C:2]1[CH:3]=[C:4]([S:9](Cl)(=[O:11])=[O:10])[CH:5]=[N:6][C:7]=1[Cl:8].Cl.[CH2:14]([O:16][C:17](=[O:21])[CH2:18][NH:19][CH3:20])[CH3:15].CCN(C(C)C)C(C)C. The catalyst is C(Cl)Cl.CCOC(C)=O. The product is [CH2:14]([O:16][C:17](=[O:21])[CH2:18][N:19]([S:9]([C:4]1[CH:5]=[N:6][C:7]([Cl:8])=[C:2]([Cl:1])[CH:3]=1)(=[O:11])=[O:10])[CH3:20])[CH3:15]. The yield is 0.920. (2) The reactants are [CH2:1]([O:8][C:9]([N:11]1[C@H:18]([CH3:19])[CH2:17][CH2:16][C@@H:15]2[C@@H:13]([O:14]2)[CH2:12]1)=[O:10])[C:2]1[CH:7]=[CH:6][CH:5]=[CH:4][CH:3]=1.N(CCO)(CCO)CCO.[NH4+].[Cl-].[N-:32]=[N+:33]=[N-:34].[Na+].[Na+].[Cl-]. The catalyst is O.C(O)CO. The product is [CH2:1]([O:8][C:9]([N:11]1[CH2:12][C@H:13]([OH:14])[C@@H:15]([N:32]=[N+:33]=[N-:34])[CH2:16][CH2:17][C@H:18]1[CH3:19])=[O:10])[C:2]1[CH:7]=[CH:6][CH:5]=[CH:4][CH:3]=1. The yield is 0.860.